This data is from Reaction yield outcomes from USPTO patents with 853,638 reactions. The task is: Predict the reaction yield, written as a fraction of the theoretical maximum amount of product (1.0 means a 100% yield; for example, 0.34 means a 34% yield). (1) The reactants are [Cl:1][C:2]1[S:3][CH:4]=[C:5]([CH3:7])[N:6]=1.S(Cl)(Cl)=O.[Cl:12][S:13](O)(=[O:15])=[O:14]. No catalyst specified. The product is [Cl:1][C:2]1[S:3][C:4]([S:13]([Cl:12])(=[O:15])=[O:14])=[C:5]([CH3:7])[N:6]=1. The yield is 0.896. (2) The reactants are I[C:2]1[C:3]([C:8]([O:10][CH3:11])=[O:9])=[N:4][CH:5]=[CH:6][CH:7]=1.[CH:12]([C:14]1[CH:19]=[CH:18][C:17](B(O)O)=[CH:16][CH:15]=1)=[O:13].C(=O)([O-])[O-].[Na+].[Na+]. The catalyst is [Br-].C([N+](CCCC)(CCCC)CCCC)CCC.O.COCCOC.CCOC(C)=O.O.C([O-])(=O)C.[Pd+2].C([O-])(=O)C. The product is [CH:12]([C:14]1[CH:19]=[CH:18][C:17]([C:2]2[C:3]([C:8]([O:10][CH3:11])=[O:9])=[N:4][CH:5]=[CH:6][CH:7]=2)=[CH:16][CH:15]=1)=[O:13]. The yield is 0.500. (3) The reactants are C[O:2][C:3]([C:5]1[S:6][C:7]([C:27]2[CH:32]=[CH:31][CH:30]=[CH:29][CH:28]=2)=[CH:8][C:9]=1[N:10]([C@H:20]1[CH2:25][CH2:24][C@H:23]([OH:26])[CH2:22][CH2:21]1)[C:11]([C@H:13]1[CH2:18][CH2:17][C@H:16]([CH3:19])[CH2:15][CH2:14]1)=[O:12])=[O:4].O.[Li+].[OH-]. The catalyst is O1CCOCC1. The product is [OH:26][C@H:23]1[CH2:24][CH2:25][C@H:20]([N:10]([C:11]([C@H:13]2[CH2:14][CH2:15][C@H:16]([CH3:19])[CH2:17][CH2:18]2)=[O:12])[C:9]2[CH:8]=[C:7]([C:27]3[CH:28]=[CH:29][CH:30]=[CH:31][CH:32]=3)[S:6][C:5]=2[C:3]([OH:4])=[O:2])[CH2:21][CH2:22]1. The yield is 0.640. (4) The reactants are O1[C:5]2([CH2:10][CH2:9][CH:8]([O:11][CH2:12][C:13]([CH3:16])([OH:15])[CH3:14])[CH2:7][CH2:6]2)[O:4]CC1.Cl.CC(C)=O. The catalyst is O. The product is [OH:15][C:13]([CH3:16])([CH3:14])[CH2:12][O:11][CH:8]1[CH2:9][CH2:10][C:5](=[O:4])[CH2:6][CH2:7]1. The yield is 0.730. (5) The reactants are Cl[C:2]1[N:7]=[C:6]([C:8]2[S:12][C:11]([C:13]([CH3:16])([CH3:15])[CH3:14])=[N:10][C:9]=2[C:17]2[C:18]([F:35])=[C:19]([NH:23][S:24]([C:27]3[C:32]([F:33])=[CH:31][CH:30]=[CH:29][C:28]=3[F:34])(=[O:26])=[O:25])[CH:20]=[CH:21][CH:22]=2)[CH:5]=[CH:4][N:3]=1.[CH3:36][S:37]([N:40]1[CH2:45][CH2:44][CH:43]([NH2:46])[CH2:42][CH2:41]1)(=[O:39])=[O:38]. The catalyst is FC(F)(F)CO. The product is [CH3:14][C:13]([C:11]1[S:12][C:8]([C:6]2[CH:5]=[CH:4][N:3]=[C:2]([NH:46][CH:43]3[CH2:44][CH2:45][N:40]([S:37]([CH3:36])(=[O:39])=[O:38])[CH2:41][CH2:42]3)[N:7]=2)=[C:9]([C:17]2[C:18]([F:35])=[C:19]([NH:23][S:24]([C:27]3[C:32]([F:33])=[CH:31][CH:30]=[CH:29][C:28]=3[F:34])(=[O:26])=[O:25])[CH:20]=[CH:21][CH:22]=2)[N:10]=1)([CH3:16])[CH3:15]. The yield is 0.200. (6) The reactants are [F:1][C:2]1[CH:3]=[C:4]([N:8]2[C:17]3[C:12](=[CH:13][CH:14]=[CH:15][N:16]=3)[C:11](O)=[CH:10][C:9]2=[O:19])[CH:5]=[CH:6][CH:7]=1.[H-].[Na+].[H][H].[C:24]1([CH2:30][C:31](Cl)=O)[CH:29]=[CH:28][CH:27]=[CH:26][CH:25]=1.O.[NH2:35][NH2:36]. The catalyst is CN(C=O)C.O. The product is [CH2:30]([C:31]1[C:10]2[C:9](=[O:19])[N:8]([C:4]3[CH:5]=[CH:6][CH:7]=[C:2]([F:1])[CH:3]=3)[C:17]3[N:16]=[CH:15][CH:14]=[CH:13][C:12]=3[C:11]=2[NH:36][N:35]=1)[C:24]1[CH:29]=[CH:28][CH:27]=[CH:26][CH:25]=1. The yield is 0.450.